Dataset: Forward reaction prediction with 1.9M reactions from USPTO patents (1976-2016). Task: Predict the product of the given reaction. (1) Given the reactants [CH3:1][O:2][C:3]1[CH:4]=[C:5]([CH:8]=[CH:9][N:10]=1)[C:6]#[N:7].N, predict the reaction product. The product is: [CH3:1][O:2][C:3]1[CH:4]=[C:5]([CH2:6][NH2:7])[CH:8]=[CH:9][N:10]=1. (2) Given the reactants C([Si]([O:18][CH2:19][C:20]1[CH:25]=[C:24]([C@H:26]2[C@@H:31]([O:32][CH2:33][O:34][CH3:35])[C@@H:30]([O:36][CH2:37][O:38][CH3:39])[C@H:29]([O:40][CH2:41][O:42][CH3:43])[CH:28]([CH2:44][O:45][CH2:46][O:47][CH3:48])[O:27]2)[CH:23]=[CH:22][C:21]=1[Cl:49])(C1C=CC=CC=1)C1C=CC=CC=1)(C)(C)C.[F-].C([N+](CCCC)(CCCC)CCCC)CCC, predict the reaction product. The product is: [Cl:49][C:21]1[CH:22]=[CH:23][C:24]([C@H:26]2[C@@H:31]([O:32][CH2:33][O:34][CH3:35])[C@H:30]([O:36][CH2:37][O:38][CH3:39])[C@H:29]([O:40][CH2:41][O:42][CH3:43])[CH:28]([CH2:44][O:45][CH2:46][O:47][CH3:48])[O:27]2)=[CH:25][C:20]=1[CH2:19][OH:18]. (3) The product is: [CH:10]1([S:9][C:4]2[C:3]([CH2:2][O:28][C:24]3[C:23]([F:29])=[CH:22][C:21]([CH:19]4[CH2:20][CH:18]4[C:16]([OH:17])=[O:15])=[CH:26][C:25]=3[F:27])=[CH:8][CH:7]=[CH:6][N:5]=2)[CH2:13][CH2:12][CH2:11]1. Given the reactants Cl[CH2:2][C:3]1[C:4]([S:9][CH:10]2[CH2:13][CH2:12][CH2:11]2)=[N:5][CH:6]=[CH:7][CH:8]=1.C[O:15][C:16]([CH:18]1[CH2:20][CH:19]1[C:21]1[CH:26]=[C:25]([F:27])[C:24]([OH:28])=[C:23]([F:29])[CH:22]=1)=[O:17], predict the reaction product. (4) Given the reactants [CH:1]1([C@H:7]([NH:12][C:13]([C:15]2[N:16]=[C:17]([C:33]3[CH:38]=[CH:37][C:36]([O:39][CH3:40])=[CH:35][CH:34]=3)[S:18][C:19]=2[NH:20][C:21]([NH:23][C:24]2[C:29]([CH3:30])=[CH:28][C:27]([CH3:31])=[CH:26][C:25]=2[CH3:32])=[O:22])=[O:14])[C:8]([O:10]C)=[O:9])[CH2:6][CH2:5][CH2:4][CH2:3][CH2:2]1.[OH-].[Li+].Cl, predict the reaction product. The product is: [CH:1]1([C@H:7]([NH:12][C:13]([C:15]2[N:16]=[C:17]([C:33]3[CH:34]=[CH:35][C:36]([O:39][CH3:40])=[CH:37][CH:38]=3)[S:18][C:19]=2[NH:20][C:21]([NH:23][C:24]2[C:25]([CH3:32])=[CH:26][C:27]([CH3:31])=[CH:28][C:29]=2[CH3:30])=[O:22])=[O:14])[C:8]([OH:10])=[O:9])[CH2:6][CH2:5][CH2:4][CH2:3][CH2:2]1. (5) Given the reactants C([N:8]1[CH2:13][CH2:12][N:11]([CH3:14])[CH2:10][CH:9]1[C:15]([O:17][CH2:18][CH3:19])=[O:16])C1C=CC=CC=1, predict the reaction product. The product is: [CH3:14][N:11]1[CH2:12][CH2:13][NH:8][CH:9]([C:15]([O:17][CH2:18][CH3:19])=[O:16])[CH2:10]1. (6) Given the reactants [CH3:1][C:2]1[CH:3]=[C:4]([CH:7]=[CH:8][C:9]=1[O:10][CH2:11][CH2:12][CH2:13][N:14]1[CH2:19][CH2:18][N:17]([CH3:20])[CH2:16][CH2:15]1)[CH:5]=O.[C:21]([C:25]1[CH:26]=[C:27]([NH2:32])[C:28]([NH2:31])=[CH:29][CH:30]=1)([CH3:24])([CH3:23])[CH3:22], predict the reaction product. The product is: [C:21]([C:25]1[CH:30]=[CH:29][C:28]2[NH:31][C:5]([C:4]3[CH:7]=[CH:8][C:9]([O:10][CH2:11][CH2:12][CH2:13][N:14]4[CH2:19][CH2:18][N:17]([CH3:20])[CH2:16][CH2:15]4)=[C:2]([CH3:1])[CH:3]=3)=[N:32][C:27]=2[CH:26]=1)([CH3:24])([CH3:22])[CH3:23]. (7) Given the reactants C(O[C:6]([NH:8][C@H:9]([C:13]1[CH:18]=[CH:17][C:16]([O:19][CH:20]([CH2:23][OH:24])[CH2:21][OH:22])=[CH:15][CH:14]=1)[C:10]([OH:12])=O)=[O:7])(C)(C)C.C1(C[C@H]2NC(=O)N([C@H](C3NC(C4C=CC(I)=CC=4F)=C(C)N=3)[C@H](C3C=CC=CC=3)C)C2=O)CC1.N[C@H](C1C=CC(OC(CO)CO)=CC=1)C([NH:63][C@H:64]([C:73]1[NH:74][C:75]([C:79]2[CH:84]=[CH:83][C:82]([I:85])=[CH:81][C:80]=2[F:86])=[C:76]([Cl:78])[N:77]=1)[C@H:65]([C:67]1[CH:72]=[CH:71][CH:70]=[CH:69][CH:68]=1)[CH3:66])=O, predict the reaction product. The product is: [Cl:78][C:76]1[N:77]=[C:73]([C@@H:64]([N:63]2[C:10](=[O:12])[C@@H:9]([C:13]3[CH:14]=[CH:15][C:16]([O:19][CH:20]([CH2:21][OH:22])[CH2:23][OH:24])=[CH:17][CH:18]=3)[NH:8][C:6]2=[O:7])[C@H:65]([C:67]2[CH:68]=[CH:69][CH:70]=[CH:71][CH:72]=2)[CH3:66])[NH:74][C:75]=1[C:79]1[CH:84]=[CH:83][C:82]([I:85])=[CH:81][C:80]=1[F:86].